From a dataset of Reaction yield outcomes from USPTO patents with 853,638 reactions. Predict the reaction yield, written as a fraction of the theoretical maximum amount of product (1.0 means a 100% yield; for example, 0.34 means a 34% yield). (1) The reactants are [F:1][C:2]([F:15])([F:14])[O:3][C:4]1[CH:9]=[CH:8][C:7]([S:10](Cl)(=[O:12])=[O:11])=[CH:6][CH:5]=1.Cl.O.[NH:18]1[CH2:23][CH2:22][C:21](=[O:24])[CH2:20][CH2:19]1.C(N(CC)C(C)C)(C)C. The catalyst is CN(C)C=O. The product is [F:1][C:2]([F:15])([F:14])[O:3][C:4]1[CH:9]=[CH:8][C:7]([S:10]([N:18]2[CH2:23][CH2:22][C:21](=[O:24])[CH2:20][CH2:19]2)(=[O:12])=[O:11])=[CH:6][CH:5]=1. The yield is 0.790. (2) The reactants are CN(C(/N=N/C(N(C)C)=O)=O)C.C(OC([N:20]1[CH2:25][CH2:24][N:23]([C:26]2[C:27]([O:32]CCO)=[N:28][CH:29]=[CH:30][N:31]=2)[CH2:22][CH2:21]1)=O)(C)(C)C.[C:36]1(P(C2C=CC=CC=2)C2C=CC=CC=2)C=CC=C[CH:37]=1.[F:55][C:56]1[C:61]([F:62])=[C:60]([F:63])[CH:59]=[CH:58][C:57]=1[OH:64]. The catalyst is C1COCC1. The product is [N:23]1([C:26]2[C:27](=[O:32])[N:28]([CH2:36][CH2:37][O:64][C:57]3[CH:58]=[CH:59][C:60]([F:63])=[C:61]([F:62])[C:56]=3[F:55])[CH:29]=[CH:30][N:31]=2)[CH2:22][CH2:21][NH:20][CH2:25][CH2:24]1. The yield is 0.170.